Dataset: Forward reaction prediction with 1.9M reactions from USPTO patents (1976-2016). Task: Predict the product of the given reaction. (1) Given the reactants C(OC([N:8]1[CH2:12][C@@H:11]([CH2:13][N:14]([C:26]2[CH:31]=[CH:30][C:29]([Cl:32])=[CH:28][CH:27]=2)[CH2:15][C:16]2[CH:21]=[CH:20][CH:19]=[C:18]([CH2:22][N:23]([CH3:25])[CH3:24])[CH:17]=2)[C@H:10]([CH2:33][C:34]2[CH:39]=[CH:38][CH:37]=[CH:36][CH:35]=2)[CH2:9]1)=O)(C)(C)C.Cl.O1CCOCC1, predict the reaction product. The product is: [CH2:33]([C@H:10]1[CH2:9][NH:8][CH2:12][C@@H:11]1[CH2:13][N:14]([C:26]1[CH:31]=[CH:30][C:29]([Cl:32])=[CH:28][CH:27]=1)[CH2:15][C:16]1[CH:21]=[CH:20][CH:19]=[C:18]([CH2:22][N:23]([CH3:25])[CH3:24])[CH:17]=1)[C:34]1[CH:39]=[CH:38][CH:37]=[CH:36][CH:35]=1. (2) The product is: [CH2:12]([O:1][C:2]1[CH:3]=[C:4]2[C:8](=[C:9]([CH3:11])[CH:10]=1)[NH:7][CH:6]=[CH:5]2)[C:13]1[CH:18]=[CH:17][CH:16]=[CH:15][CH:14]=1. Given the reactants [OH:1][C:2]1[CH:3]=[C:4]2[C:8](=[C:9]([CH3:11])[CH:10]=1)[NH:7][CH:6]=[CH:5]2.[CH2:12](Br)[C:13]1[CH:18]=[CH:17][CH:16]=[CH:15][CH:14]=1.C(=O)([O-])[O-].[K+].[K+].CN(C=O)C, predict the reaction product.